Predict the reaction yield, written as a fraction of the theoretical maximum amount of product (1.0 means a 100% yield; for example, 0.34 means a 34% yield). From a dataset of Reaction yield outcomes from USPTO patents with 853,638 reactions. The reactants are [CH2:1]([N:3]1[C:8]2[N:9]=[C:10]([NH:13][C:14]3[CH:19]=[CH:18][C:17]([N:20]4[CH2:25][CH2:24][N:23](C(OC(C)(C)C)=O)[CH2:22][CH2:21]4)=[C:16]([F:33])[CH:15]=3)[N:11]=[CH:12][C:7]=2[CH:6]=[C:5]([C:34]2[CH:39]=[CH:38][CH:37]=[CH:36][CH:35]=2)[C:4]1=[O:40])[CH3:2].[ClH:41]. The catalyst is C(OCC)(=O)C.C(OCC)C. The product is [ClH:41].[CH2:1]([N:3]1[C:8]2[N:9]=[C:10]([NH:13][C:14]3[CH:19]=[CH:18][C:17]([N:20]4[CH2:25][CH2:24][NH:23][CH2:22][CH2:21]4)=[C:16]([F:33])[CH:15]=3)[N:11]=[CH:12][C:7]=2[CH:6]=[C:5]([C:34]2[CH:35]=[CH:36][CH:37]=[CH:38][CH:39]=2)[C:4]1=[O:40])[CH3:2]. The yield is 0.870.